This data is from Full USPTO retrosynthesis dataset with 1.9M reactions from patents (1976-2016). The task is: Predict the reactants needed to synthesize the given product. (1) Given the product [CH2:1]([O:8][C:9]1[CH:10]=[C:11]2[C:12]([C:15]([CH3:21])([CH3:20])[CH2:16][N:17]([CH:18]=[O:19])[CH:22]2[CH3:23])=[CH:13][CH:14]=1)[C:2]1[CH:3]=[CH:4][CH:5]=[CH:6][CH:7]=1, predict the reactants needed to synthesize it. The reactants are: [CH2:1]([O:8][C:9]1[CH:14]=[CH:13][C:12]([C:15]([CH3:21])([CH3:20])[CH2:16][NH:17][CH:18]=[O:19])=[CH:11][CH:10]=1)[C:2]1[CH:7]=[CH:6][CH:5]=[CH:4][CH:3]=1.[CH:22](=O)[CH3:23].FC(F)(F)C(O)=O.C(O)(=O)C. (2) Given the product [CH2:1]([O:8][C:9]([NH:11][C:12]([C:13]([O:15][CH2:16][CH3:17])=[O:14])([CH2:32][C:33]([O:35][CH2:36][CH3:37])=[O:34])[C:18]([O:20][CH2:21][CH3:22])=[O:19])=[O:10])[C:2]1[CH:3]=[CH:4][CH:5]=[CH:6][CH:7]=1, predict the reactants needed to synthesize it. The reactants are: [CH2:1]([O:8][C:9]([NH:11][CH:12]([C:18]([O:20][CH2:21][CH3:22])=[O:19])[C:13]([O:15][CH2:16][CH3:17])=[O:14])=[O:10])[C:2]1[CH:7]=[CH:6][CH:5]=[CH:4][CH:3]=1.C(=O)([O-])[O-].[K+].[K+].[I-].[K+].Cl[CH2:32][C:33]([O:35][CH2:36][CH3:37])=[O:34].Cl. (3) The reactants are: [NH:1]1[CH2:6][CH2:5][CH:4]([C:7]([O:9][CH2:10][CH3:11])=[O:8])[CH2:3][CH2:2]1.ClC[C:14]1[CH:19]=[CH:18][N:17]=[C:16]([C:20]2[CH:25]=[C:24]([O:26][CH3:27])[C:23]([O:28][CH3:29])=[C:22]([O:30][CH3:31])[CH:21]=2)[CH:15]=1.[C:32](=O)([O-])[O-].[K+].[K+]. Given the product [CH3:27][O:26][C:24]1[CH:25]=[C:20]([C:16]2[C:15]([CH2:32][N:1]3[CH2:6][CH2:5][CH:4]([C:7]([O:9][CH2:10][CH3:11])=[O:8])[CH2:3][CH2:2]3)=[CH:14][CH:19]=[CH:18][N:17]=2)[CH:21]=[C:22]([O:30][CH3:31])[C:23]=1[O:28][CH3:29], predict the reactants needed to synthesize it. (4) Given the product [NH2:5][C:4]1[N:17]([CH2:10][C:11]2[CH:16]=[CH:15][CH:14]=[CH:13][CH:12]=2)[N:18]=[N:19][C:6]=1[C:7]([NH2:9])=[O:8], predict the reactants needed to synthesize it. The reactants are: [OH-].[Na+].O.[C:4]([CH2:6][C:7]([NH2:9])=[O:8])#[N:5].[CH2:10]([N:17]=[N+:18]=[N-:19])[C:11]1[CH:16]=[CH:15][CH:14]=[CH:13][CH:12]=1. (5) Given the product [CH3:1][O:2][C:3]1[CH:4]=[CH:5][C:6]([C:9]2[S:13][C:12]([C:14]([NH:16][C:17]3([C:21]([OH:23])=[O:22])[CH2:18][CH2:19][CH2:20]3)=[O:15])=[C:11]([NH:25][C:26]([NH:28][C:29]3[C:34]([CH3:35])=[CH:33][C:32]([CH3:36])=[CH:31][C:30]=3[CH3:37])=[O:27])[CH:10]=2)=[CH:7][CH:8]=1, predict the reactants needed to synthesize it. The reactants are: [CH3:1][O:2][C:3]1[CH:8]=[CH:7][C:6]([C:9]2[S:13][C:12]([C:14]([NH:16][C:17]3([C:21]([O:23]C)=[O:22])[CH2:20][CH2:19][CH2:18]3)=[O:15])=[C:11]([NH:25][C:26]([NH:28][C:29]3[C:34]([CH3:35])=[CH:33][C:32]([CH3:36])=[CH:31][C:30]=3[CH3:37])=[O:27])[CH:10]=2)=[CH:5][CH:4]=1.[OH-].[Li+].